Predict which catalyst facilitates the given reaction. From a dataset of Catalyst prediction with 721,799 reactions and 888 catalyst types from USPTO. (1) Reactant: Br[C:2]1[CH:7]=[CH:6][C:5]([N:8]([C:15]2[CH:20]=[CH:19][CH:18]=[CH:17][CH:16]=2)[C:9]2[CH:14]=[CH:13][CH:12]=[CH:11][CH:10]=2)=[CH:4][CH:3]=1.[NH2:21][C:22]1[CH:27]=[CH:26][CH:25]=[CH:24][CH:23]=1.C(O[Na])(C)(C)C.C(P(C(C)(C)C)C(C)(C)C)(C)(C)C. Product: [C:9]1([N:8]([C:15]2[CH:20]=[CH:19][CH:18]=[CH:17][CH:16]=2)[C:5]2[CH:6]=[CH:7][C:2]([NH:21][C:22]3[CH:27]=[CH:26][CH:25]=[CH:24][CH:23]=3)=[CH:3][CH:4]=2)[CH:14]=[CH:13][CH:12]=[CH:11][CH:10]=1. The catalyst class is: 11. (2) Reactant: [N:1]1[CH:6]=[CH:5][CH:4]=[N:3][C:2]=1[C:7]1[CH:12]=[CH:11][C:10]([NH:13]C(=O)C(C)(C)C)=[CH:9][CH:8]=1.[OH-].[Na+]. Product: [N:1]1[CH:6]=[CH:5][CH:4]=[N:3][C:2]=1[C:7]1[CH:8]=[CH:9][C:10]([NH2:13])=[CH:11][CH:12]=1. The catalyst class is: 33. (3) Reactant: Cl[C:2](=[O:7])[C:3]([O:5][CH3:6])=[O:4].[NH2:8][C:9]1[CH:10]=[CH:11][C:12]([O:15][C@@H:16]2[CH2:20][CH2:19][C@@H:18]([C:21]([O:23][CH3:24])=[O:22])[CH2:17]2)=[N:13][CH:14]=1.N1C=CC=CC=1. Product: [CH3:6][O:5][C:3](=[O:4])[C:2]([NH:8][C:9]1[CH:10]=[CH:11][C:12]([O:15][C@@H:16]2[CH2:20][CH2:19][C@@H:18]([C:21]([O:23][CH3:24])=[O:22])[CH2:17]2)=[N:13][CH:14]=1)=[O:7]. The catalyst class is: 2. (4) Reactant: [Br:1][C:2]1[CH:3]=[C:4]([CH:7]=[CH:8][C:9]=1[OH:10])[CH:5]=[O:6].C(=O)([O-])[O-].[K+].[K+].Br[CH2:18][C:19]([O:21][C:22]([CH3:25])([CH3:24])[CH3:23])=[O:20]. Product: [Br:1][C:2]1[CH:3]=[C:4]([CH:5]=[O:6])[CH:7]=[CH:8][C:9]=1[O:10][CH2:18][C:19]([O:21][C:22]([CH3:25])([CH3:24])[CH3:23])=[O:20]. The catalyst class is: 21. (5) Reactant: C(O)C.Cl[C:5]1[CH:10]=[C:9]([CH:11]([S:20]([C:23]2[CH:28]=[CH:27][C:26]([Cl:29])=[CH:25][CH:24]=2)(=[O:22])=[O:21])[C:12]2[CH:17]=[C:16]([F:18])[CH:15]=[CH:14][C:13]=2[F:19])[C:8]([Cl:30])=[CH:7][N:6]=1.O.[NH2:32][NH2:33]. Product: [Cl:30][C:8]1[C:9]([CH:11]([S:20]([C:23]2[CH:28]=[CH:27][C:26]([Cl:29])=[CH:25][CH:24]=2)(=[O:22])=[O:21])[C:12]2[CH:17]=[C:16]([F:18])[CH:15]=[CH:14][C:13]=2[F:19])=[CH:10][C:5]([NH:32][NH2:33])=[N:6][CH:7]=1. The catalyst class is: 81. (6) Reactant: C(OC([NH:8][CH2:9][CH2:10][C:11]([CH:19]1[CH2:22][N:21]([C:23]([O:25][C:26]([CH3:29])([CH3:28])[CH3:27])=[O:24])[CH2:20]1)([C:17]#[N:18])[C:12](OCC)=[O:13])=O)(C)(C)C.[H-].[Na+].C(=O)([O-])O.[Na+]. Product: [C:17]([C:11]1([CH:19]2[CH2:22][N:21]([C:23]([O:25][C:26]([CH3:29])([CH3:28])[CH3:27])=[O:24])[CH2:20]2)[CH2:10][CH2:9][NH:8][C:12]1=[O:13])#[N:18]. The catalyst class is: 7. (7) Reactant: [Cl:1][C:2]1[C:3]2[CH:10]=[C:9](I)[N:8]([S:12]([C:15]3[CH:20]=[CH:19][CH:18]=[CH:17][CH:16]=3)(=[O:14])=[O:13])[C:4]=2[N:5]=[CH:6][N:7]=1.O1CCCC1.O.[CH3:27][S:28]([N:31]1[CH2:36][CH:35]=[C:34](B2OC(C)(C)C(C)(C)O2)[CH2:33][CH2:32]1)(=[O:30])=[O:29].C(=O)([O-])[O-].[Cs+].[Cs+]. Product: [Cl:1][C:2]1[C:3]2[CH:10]=[C:9]([C:34]3[CH2:35][CH2:36][N:31]([S:28]([CH3:27])(=[O:30])=[O:29])[CH2:32][CH:33]=3)[N:8]([S:12]([C:15]3[CH:20]=[CH:19][CH:18]=[CH:17][CH:16]=3)(=[O:14])=[O:13])[C:4]=2[N:5]=[CH:6][N:7]=1. The catalyst class is: 13. (8) Reactant: C([N:8]1[CH2:13][CH2:12][N:11]([C:14]2[CH:19]=[CH:18][N:17]=[C:16]3[NH:20][CH:21]=[CH:22][C:15]=23)[CH2:10][CH2:9]1)C1C=CC=CC=1. The catalyst class is: 105. Product: [N:11]1([C:14]2[CH:19]=[CH:18][N:17]=[C:16]3[NH:20][CH:21]=[CH:22][C:15]=23)[CH2:12][CH2:13][NH:8][CH2:9][CH2:10]1. (9) Reactant: ClCCl.[NH2:4][C:5]1[CH:10]=[CH:9][C:8]([C:11]2[NH:12][C:13]([C@H:16]3[N:24]4[C:19](=[CH:20][C:21]([C:26]5[CH:31]=[C:30]([Cl:32])[CH:29]=[CH:28][C:27]=5[N:33]5[CH:37]=[N:36][N:35]=[N:34]5)=[CH:22][C:23]4=[O:25])[CH2:18][CH2:17]3)=[CH:14][N:15]=2)=[CH:7][CH:6]=1.C(N(CC)C(C)C)(C)C.Cl[C:48]([O:50][CH2:51][CH2:52][O:53][CH3:54])=[O:49]. Product: [CH3:54][O:53][CH2:52][CH2:51][O:50][C:48](=[O:49])[NH:4][C:5]1[CH:6]=[CH:7][C:8]([C:11]2[NH:12][C:13]([C@H:16]3[N:24]4[C:19](=[CH:20][C:21]([C:26]5[CH:31]=[C:30]([Cl:32])[CH:29]=[CH:28][C:27]=5[N:33]5[CH:37]=[N:36][N:35]=[N:34]5)=[CH:22][C:23]4=[O:25])[CH2:18][CH2:17]3)=[CH:14][N:15]=2)=[CH:9][CH:10]=1. The catalyst class is: 6.